From a dataset of Forward reaction prediction with 1.9M reactions from USPTO patents (1976-2016). Predict the product of the given reaction. Given the reactants [F:1][C:2]([F:18])([F:17])[C:3]1[CH:16]=[CH:15][C:6]([CH2:7][N:8]2[CH2:13][CH2:12][C:11](=O)[CH2:10][CH2:9]2)=[CH:5][CH:4]=1.Cl.[NH2:20][OH:21], predict the reaction product. The product is: [F:1][C:2]([F:18])([F:17])[C:3]1[CH:16]=[CH:15][C:6]([CH2:7][N:8]2[CH2:13][CH2:12][C:11](=[N:20][OH:21])[CH2:10][CH2:9]2)=[CH:5][CH:4]=1.